This data is from Catalyst prediction with 721,799 reactions and 888 catalyst types from USPTO. The task is: Predict which catalyst facilitates the given reaction. Reactant: [CH3:1][C:2]1[CH:3]=[C:4]2[C:12]3=[C:13]([O:15][CH2:16][CH:17]([C:18]4[CH:23]=[CH:22][CH:21]=[CH:20][CH:19]=4)[N:11]3[C:10]3[C:5]2=[C:6]([OH:24])[CH:7]=[CH:8][CH:9]=3)[CH:14]=1.C(=O)([O-])[O-].[K+].[K+].Br[CH2:32][C:33]#[N:34]. Product: [CH3:1][C:2]1[CH:3]=[C:4]2[C:12]3=[C:13]([O:15][CH2:16][CH:17]([C:18]4[CH:19]=[CH:20][CH:21]=[CH:22][CH:23]=4)[N:11]3[C:10]3[CH:9]=[CH:8][CH:7]=[C:6]([O:24][CH2:32][C:33]#[N:34])[C:5]2=3)[CH:14]=1. The catalyst class is: 3.